This data is from Reaction yield outcomes from USPTO patents with 853,638 reactions. The task is: Predict the reaction yield, written as a fraction of the theoretical maximum amount of product (1.0 means a 100% yield; for example, 0.34 means a 34% yield). (1) The reactants are [C:1]([NH2:9])(=[O:8])[C:2]1[CH:7]=[CH:6][CH:5]=[CH:4][CH:3]=1.Br[CH2:11][C:12](=O)[C:13]([O:15][CH2:16][CH3:17])=[O:14]. The catalyst is C1(C)C=CC=CC=1.O1CCOCC1. The product is [CH2:16]([O:15][C:13]([C:12]1[N:9]=[C:1]([C:2]2[CH:7]=[CH:6][CH:5]=[CH:4][CH:3]=2)[O:8][CH:11]=1)=[O:14])[CH3:17]. The yield is 0.490. (2) The reactants are [CH2:1]([O:8][C:9]1[CH:14]=[CH:13][C:12]([NH:15][C:16](=[O:19])[CH2:17]Cl)=[CH:11][CH:10]=1)[C:2]1[CH:7]=[CH:6][CH:5]=[CH:4][CH:3]=1.[CH2:20]([NH2:27])[C:21]1[CH:26]=[CH:25][CH:24]=[CH:23][CH:22]=1. The catalyst is C1COCC1. The product is [CH2:20]([NH:27][CH2:17][C:16]([NH:15][C:12]1[CH:13]=[CH:14][C:9]([O:8][CH2:1][C:2]2[CH:7]=[CH:6][CH:5]=[CH:4][CH:3]=2)=[CH:10][CH:11]=1)=[O:19])[C:21]1[CH:26]=[CH:25][CH:24]=[CH:23][CH:22]=1. The yield is 0.930. (3) No catalyst specified. The yield is 0.200. The product is [Cl:19][C:5]1[C:6]([NH:8][C:9]2[CH:18]=[CH:17][CH:16]=[CH:15][C:10]=2[C:11]([NH:13][CH3:14])=[O:12])=[N:7][C:2]([NH:20][C:21]2[C:33]([O:34][CH3:35])=[CH:32][C:24]3[CH2:25][CH2:26][O:27][C:28](=[O:31])[N:29]([CH3:30])[C:23]=3[CH:22]=2)=[N:3][CH:4]=1. The reactants are Cl[C:2]1[N:7]=[C:6]([NH:8][C:9]2[CH:18]=[CH:17][CH:16]=[CH:15][C:10]=2[C:11]([NH:13][CH3:14])=[O:12])[C:5]([Cl:19])=[CH:4][N:3]=1.[NH2:20][C:21]1[C:33]([O:34][CH3:35])=[CH:32][C:24]2[CH2:25][CH2:26][O:27][C:28](=[O:31])[N:29]([CH3:30])[C:23]=2[CH:22]=1.